The task is: Predict the reactants needed to synthesize the given product.. This data is from Full USPTO retrosynthesis dataset with 1.9M reactions from patents (1976-2016). (1) Given the product [CH3:1][O:2][C:3]([C:5]1[C:10]([Cl:11])=[C:9]([NH2:27])[N:8]=[C:7]([C:16]2[CH:21]=[CH:20][C:19]([Cl:22])=[C:18]([O:23][CH2:24][CH3:25])[C:17]=2[F:26])[N:6]=1)=[O:4], predict the reactants needed to synthesize it. The reactants are: [CH3:1][O:2][C:3]([C:5]1[C:10]([Cl:11])=[C:9](S(C)(=O)=O)[N:8]=[C:7]([C:16]2[CH:21]=[CH:20][C:19]([Cl:22])=[C:18]([O:23][CH2:24][CH3:25])[C:17]=2[F:26])[N:6]=1)=[O:4].[NH3:27].CO. (2) Given the product [CH3:26][C:21]1[C:20]([C:7]2[C:8]3[O:13][CH2:12][C@H:11]([C:14]4[CH:19]=[CH:18][CH:17]=[CH:16][N:15]=4)[N:10]4[C:2]([C:35]5[CH2:40][CH2:39][N:38]([C:41]([O:43][C:44]([CH3:47])([CH3:46])[CH3:45])=[O:42])[CH2:37][CH:36]=5)=[N:3][C:4]([C:9]=34)=[CH:5][CH:6]=2)=[C:24]([CH3:25])[O:23][N:22]=1, predict the reactants needed to synthesize it. The reactants are: Cl[C:2]1[N:10]2[C@@H:11]([C:14]3[CH:19]=[CH:18][CH:17]=[CH:16][N:15]=3)[CH2:12][O:13][C:8]3=[C:9]2[C:4](=[CH:5][CH:6]=[C:7]3[C:20]2[C:21]([CH3:26])=[N:22][O:23][C:24]=2[CH3:25])[N:3]=1.CC1(C)C(C)(C)OB([C:35]2[CH2:36][CH2:37][N:38]([C:41]([O:43][C:44]([CH3:47])([CH3:46])[CH3:45])=[O:42])[CH2:39][CH:40]=2)O1.P([O-])([O-])([O-])=O.[K+].[K+].[K+]. (3) Given the product [CH3:14][O:13][C:9]1[CH:8]=[C:7]([CH:12]=[CH:11][CH:10]=1)[O:6][CH2:5][CH2:4][CH2:3][CH2:2][N:29]1[CH2:30][CH2:31][CH:26]([C:22]2[CH:21]=[C:20]([NH:19][C:17](=[O:18])[CH:16]([CH3:15])[CH3:32])[CH:25]=[CH:24][CH:23]=2)[CH2:27][CH2:28]1, predict the reactants needed to synthesize it. The reactants are: Cl[CH2:2][CH2:3][CH2:4][CH2:5][O:6][C:7]1[CH:12]=[CH:11][CH:10]=[C:9]([O:13][CH3:14])[CH:8]=1.[CH3:15][CH:16]([CH3:32])[C:17]([NH:19][C:20]1[CH:25]=[CH:24][CH:23]=[C:22]([CH:26]2[CH2:31][CH2:30][NH:29][CH2:28][CH2:27]2)[CH:21]=1)=[O:18]. (4) Given the product [CH3:33][O:34][C:35]1[CH:36]=[C:37]2[C:42](=[CH:43][CH:44]=1)[C:41]([O:45][C:46]1[CH:51]=[CH:50][C:49]([O:52][CH2:53][CH2:54][N:55]3[CH2:60][CH2:59][CH2:58][CH2:57][CH2:56]3)=[CH:48][CH:47]=1)=[C:40]([C:2]1[CH:10]=[C:9]3[C:5]([CH2:6][NH:7][C:8]3=[O:11])=[CH:4][CH:3]=1)[CH:39]=[CH:38]2, predict the reactants needed to synthesize it. The reactants are: Br[C:2]1[CH:10]=[C:9]2[C:5]([CH2:6][NH:7][C:8]2=[O:11])=[CH:4][CH:3]=1.C1(P(C2CCCCC2)C2CCCCC2)CCCCC1.[F-].[Cs+].[CH3:33][O:34][C:35]1[CH:36]=[C:37]2[C:42](=[CH:43][CH:44]=1)[C:41]([O:45][C:46]1[CH:51]=[CH:50][C:49]([O:52][CH2:53][CH2:54][N:55]3[CH2:60][CH2:59][CH2:58][CH2:57][CH2:56]3)=[CH:48][CH:47]=1)=[C:40](OS(C(F)(F)F)(=O)=O)[CH:39]=[CH:38]2. (5) Given the product [NH2:40][C:2]1[C:3]2[C:10]([F:11])=[CH:9][N:8]([C@@H:12]3[O:27][C@H:26]([CH2:28][OH:29])[C@@H:15]([OH:16])[C@@:13]3([CH3:39])[OH:14])[C:4]=2[N:5]=[CH:6][N:7]=1, predict the reactants needed to synthesize it. The reactants are: Cl[C:2]1[C:3]2[C:10]([F:11])=[CH:9][N:8]([C@@H:12]3[O:27][C@H:26]([CH2:28][O:29]C(C4C=CC(C)=CC=4)=O)[C@@H:15]([O:16]C(C4C=CC(C)=CC=4)=O)[C@@:13]3([CH3:39])[OH:14])[C:4]=2[N:5]=[CH:6][N:7]=1.[NH3:40]. (6) Given the product [I:3][C:4]1[CH:5]=[CH:6][C:7]([C:10]([C:15]2[CH:16]=[CH:17][C:18]([O:19][C:20]([C:26]3[CH:31]=[CH:30][CH:29]=[CH:28][N:27]=3)([CH3:25])[CH2:21][OH:22])=[CH:32][CH:33]=2)([CH3:14])[CH:11]([CH3:13])[CH3:12])=[CH:8][CH:9]=1, predict the reactants needed to synthesize it. The reactants are: [BH4-].[Li+].[I:3][C:4]1[CH:9]=[CH:8][C:7]([C:10]([C:15]2[CH:33]=[CH:32][C:18]([O:19][C:20]([C:26]3[CH:31]=[CH:30][CH:29]=[CH:28][N:27]=3)([CH3:25])[C:21](OC)=[O:22])=[CH:17][CH:16]=2)([CH3:14])[CH:11]([CH3:13])[CH3:12])=[CH:6][CH:5]=1. (7) Given the product [Cl:1][C:2]1[C:3]2[S:10][C:9]([S:20][CH3:19])=[CH:8][C:4]=2[N:5]=[CH:6][N:7]=1, predict the reactants needed to synthesize it. The reactants are: [Cl:1][C:2]1[C:3]2[S:10][CH:9]=[CH:8][C:4]=2[N:5]=[CH:6][N:7]=1.[Li+].CC([N-]C(C)C)C.[CH3:19][S:20](=S)(OC)=O.